From a dataset of Reaction yield outcomes from USPTO patents with 853,638 reactions. Predict the reaction yield, written as a fraction of the theoretical maximum amount of product (1.0 means a 100% yield; for example, 0.34 means a 34% yield). (1) The reactants are [C:1]([O:5][C:6](=[O:14])[NH:7][CH:8]1[CH2:13][CH2:12][CH:11]=[CH:10][CH2:9]1)([CH3:4])([CH3:3])[CH3:2].[H-].[Na+].[CH2:17](I)[CH3:18].C1CCCCC1.C(OCC)(=O)C. The catalyst is CS(C)=O. The product is [C:1]([O:5][C:6](=[O:14])[N:7]([CH2:17][CH3:18])[CH:8]1[CH2:13][CH2:12][CH:11]=[CH:10][CH2:9]1)([CH3:4])([CH3:2])[CH3:3]. The yield is 0.580. (2) The reactants are Br[C:2]1[CH:11]=[C:10]2[C:5]([N:6]=[CH:7][CH:8]=[N:9]2)=[C:4]([C:12]([NH:14][CH2:15][C:16]([O:18][CH2:19][CH3:20])=[O:17])=[O:13])[C:3]=1[OH:21].C([Sn](CCCC)(CCCC)[C:27]1[CH:32]=[N:31][CH:30]=[CH:29][N:28]=1)CCC. The catalyst is O1CCOCC1.C1C=CC([P]([Pd]([P](C2C=CC=CC=2)(C2C=CC=CC=2)C2C=CC=CC=2)([P](C2C=CC=CC=2)(C2C=CC=CC=2)C2C=CC=CC=2)[P](C2C=CC=CC=2)(C2C=CC=CC=2)C2C=CC=CC=2)(C2C=CC=CC=2)C2C=CC=CC=2)=CC=1. The product is [OH:21][C:3]1[C:4]([C:12]([NH:14][CH2:15][C:16]([O:18][CH2:19][CH3:20])=[O:17])=[O:13])=[C:5]2[C:10](=[CH:11][C:2]=1[C:27]1[CH:32]=[N:31][CH:30]=[CH:29][N:28]=1)[N:9]=[CH:8][CH:7]=[N:6]2. The yield is 0.368. (3) The reactants are [O:1]1[C:5]2[CH:6]=[CH:7][C:8]([C:10]([OH:12])=O)=[CH:9][C:4]=2[O:3][CH2:2]1.[NH2:13][CH2:14][CH2:15][CH2:16][OH:17]. No catalyst specified. The product is [OH:17][CH2:16][CH2:15][CH2:14][NH:13][C:10]([C:8]1[CH:7]=[CH:6][C:5]2[O:1][CH2:2][O:3][C:4]=2[CH:9]=1)=[O:12]. The yield is 0.650. (4) The reactants are CC(OC([N:8]1[CH2:13][CH2:12][CH:11]([CH2:14][C:15]2[CH:16]=[C:17]([C:21]([NH:23][CH2:24][C:25]3[CH:26]=[CH:27][C:28]([F:52])=[C:29]([C:31]4[CH:36]=[CH:35][CH:34]=[C:33]([CH2:37][N:38]5[CH2:43][CH2:42][N:41](C(OC(C)(C)C)=O)[C@@H:40]([CH3:51])[CH2:39]5)[CH:32]=4)[CH:30]=3)=[O:22])[CH:18]=[CH:19][CH:20]=2)[CH2:10][CH2:9]1)=O)(C)C.[H-].[Na+].[C:55]1([O:61][CH2:62][CH2:63][CH2:64]Br)[CH:60]=[CH:59][CH:58]=[CH:57][CH:56]=1. The catalyst is CN(C=O)C. The product is [F:52][C:28]1[C:29]([C:31]2[CH:36]=[CH:35][CH:34]=[C:33]([CH2:37][N:38]3[CH2:43][CH2:42][NH:41][C@@H:40]([CH3:51])[CH2:39]3)[CH:32]=2)=[CH:30][C:25]([CH2:24][N:23]([CH2:64][CH2:63][CH2:62][O:61][C:55]2[CH:60]=[CH:59][CH:58]=[CH:57][CH:56]=2)[C:21](=[O:22])[C:17]2[CH:18]=[CH:19][CH:20]=[C:15]([CH2:14][CH:11]3[CH2:10][CH2:9][NH:8][CH2:13][CH2:12]3)[CH:16]=2)=[CH:26][CH:27]=1. The yield is 0.240. (5) The reactants are [F:1][C:2]1[CH:3]=[C:4]([S:9](Cl)(=[O:11])=[O:10])[CH:5]=[CH:6][C:7]=1[F:8].Cl.CN.[CH2:16]([N:18](CC)CC)C.O. The catalyst is ClCCl. The product is [F:1][C:2]1[CH:3]=[C:4]([S:9]([NH:18][CH3:16])(=[O:11])=[O:10])[CH:5]=[CH:6][C:7]=1[F:8]. The yield is 0.300. (6) The catalyst is O1CCOCC1.O.C1C=CC(P(C2C=CC=CC=2)[C-]2C=CC=C2)=CC=1.C1C=CC(P(C2C=CC=CC=2)[C-]2C=CC=C2)=CC=1.Cl[Pd]Cl.[Fe+2]. The product is [CH:1]1([CH2:4][O:5][C:6]2[CH:11]=[CH:10][C:9]([S:12]([CH2:15][CH3:16])(=[O:13])=[O:14])=[CH:8][C:7]=2[C:27]2[C:28]3[CH:37]=[C:36]([C:38]([NH2:40])=[O:39])[S:35][C:29]=3[C:30](=[O:34])[N:31]([CH3:33])[CH:32]=2)[CH2:2][CH2:3]1. The reactants are [CH:1]1([CH2:4][O:5][C:6]2[CH:11]=[CH:10][C:9]([S:12]([CH2:15][CH3:16])(=[O:14])=[O:13])=[CH:8][C:7]=2B2OC(C)(C)C(C)(C)O2)[CH2:3][CH2:2]1.Br[C:27]1[C:28]2[CH:37]=[C:36]([C:38]([NH2:40])=[O:39])[S:35][C:29]=2[C:30](=[O:34])[N:31]([CH3:33])[CH:32]=1.[O-]P([O-])([O-])=O.[K+].[K+].[K+]. The yield is 0.260. (7) The reactants are [Si:1]([O:8][CH2:9][C@@H:10]1[CH2:14][C:13]([CH3:15])=[CH:12][N:11]1[C:16]([C:18]1[CH:23]=[C:22]([O:24][CH3:25])[C:21]([O:26][Si:27]([CH:34]([CH3:36])[CH3:35])([CH:31]([CH3:33])[CH3:32])[CH:28]([CH3:30])[CH3:29])=[CH:20][C:19]=1[N+:37]([O-])=O)=[O:17])([C:4]([CH3:7])([CH3:6])[CH3:5])([CH3:3])[CH3:2]. The catalyst is C(O)=O.C(O)C.[Zn]. The product is [NH2:37][C:19]1[CH:20]=[C:21]([O:26][Si:27]([CH:28]([CH3:29])[CH3:30])([CH:34]([CH3:36])[CH3:35])[CH:31]([CH3:33])[CH3:32])[C:22]([O:24][CH3:25])=[CH:23][C:18]=1[C:16]([N:11]1[CH:12]=[C:13]([CH3:15])[CH2:14][C@H:10]1[CH2:9][O:8][Si:1]([C:4]([CH3:7])([CH3:6])[CH3:5])([CH3:2])[CH3:3])=[O:17]. The yield is 0.800.